Predict the reactants needed to synthesize the given product. From a dataset of Full USPTO retrosynthesis dataset with 1.9M reactions from patents (1976-2016). (1) Given the product [N:1]1[C:10]2[CH:9]([NH2:11])[CH2:8][CH2:7][CH2:6][C:5]=2[CH:4]=[CH:3][CH:2]=1, predict the reactants needed to synthesize it. The reactants are: [N:1]1[C:10]2[C:9](=[N:11]O)[CH2:8][CH2:7][CH2:6][C:5]=2[CH:4]=[CH:3][CH:2]=1. (2) The reactants are: [OH-:1].[Li+].[CH:3]1([O:8][C:9]2[C:14]([O:15][CH3:16])=[CH:13][CH:12]=[CH:11][C:10]=2/[CH:17]=[CH:18]/[C:19]2[N:23]([C:24]3[N:29]=[N:28][C:27](C(OCC)=O)=[CH:26][CH:25]=3)[C:22]3[CH:35]=[CH:36][CH:37]=[CH:38][C:21]=3[N:20]=2)[CH2:7][CH2:6][CH2:5][CH2:4]1.Cl.[CH2:40]([OH:42])[CH3:41]. Given the product [CH:3]1([O:8][C:9]2[C:14]([O:15][CH3:16])=[CH:13][CH:12]=[CH:11][C:10]=2/[CH:17]=[CH:18]/[C:19]2[N:23]([C:24]3[N:29]=[N:28][C:27]([CH2:41][C:40]([OH:1])=[O:42])=[CH:26][CH:25]=3)[C:22]3[CH:35]=[CH:36][CH:37]=[CH:38][C:21]=3[N:20]=2)[CH2:7][CH2:6][CH2:5][CH2:4]1, predict the reactants needed to synthesize it.